This data is from Catalyst prediction with 721,799 reactions and 888 catalyst types from USPTO. The task is: Predict which catalyst facilitates the given reaction. (1) Reactant: [NH:1]1[C:9]2[C:4](=[CH:5][CH:6]=[C:7]([CH:10]=[O:11])[CH:8]=2)[CH:3]=[N:2]1.[C:12](O[C:12]([O:14][C:15]([CH3:18])([CH3:17])[CH3:16])=[O:13])([O:14][C:15]([CH3:18])([CH3:17])[CH3:16])=[O:13]. Product: [CH:10]([C:7]1[CH:8]=[C:9]2[C:4]([CH:3]=[N:2][N:1]2[C:12]([O:14][C:15]([CH3:18])([CH3:17])[CH3:16])=[O:13])=[CH:5][CH:6]=1)=[O:11]. The catalyst class is: 112. (2) Reactant: [C:1]([C:4]1[C:5]([C:29]2[CH:34]=[CH:33][CH:32]=[C:31]([F:35])[CH:30]=2)=[N:6][N:7]2[CH2:12][CH2:11][N:10]([C:13]([NH:15][CH:16]3[CH2:21][CH2:20][N:19](C(OC(C)(C)C)=O)[CH2:18][CH2:17]3)=[O:14])[CH2:9][C:8]=12)(=[O:3])[NH2:2].C(O)(C(F)(F)F)=O. Product: [F:35][C:31]1[CH:30]=[C:29]([C:5]2[C:4]([C:1]([NH2:2])=[O:3])=[C:8]3[CH2:9][N:10]([C:13]([NH:15][CH:16]4[CH2:17][CH2:18][NH:19][CH2:20][CH2:21]4)=[O:14])[CH2:11][CH2:12][N:7]3[N:6]=2)[CH:34]=[CH:33][CH:32]=1. The catalyst class is: 2. (3) Reactant: Br[C:2]1[C:7]([CH3:8])=[CH:6][C:5]([NH:9][C:10](=[O:15])[C:11]([F:14])([F:13])[F:12])=[CH:4][C:3]=1[CH3:16].[Li]C.[Li+].[Br-].[Li]C(CC)C.CN([CH:29]=[O:30])C. Product: [F:12][C:11]([F:14])([F:13])[C:10]([NH:9][C:5]1[CH:6]=[C:7]([CH3:8])[C:2]([CH:29]=[O:30])=[C:3]([CH3:16])[CH:4]=1)=[O:15]. The catalyst class is: 677. (4) Reactant: Cl[C:2]1[C:3]2[C:17]([C:18]3[C:23]([CH3:24])=[CH:22][C:21]([CH3:25])=[CH:20][C:19]=3[CH3:26])=[CH:16][N:15]([CH3:27])[C:4]=2[N:5]=[C:6]([N:8]([CH2:12][CH2:13][CH3:14])[CH2:9][CH2:10][CH3:11])[N:7]=1.C(O)(=[O:30])C. Product: [CH2:9]([N:8]([CH2:12][CH2:13][CH3:14])[C:6]1[NH:7][C:2](=[O:30])[C:3]2[C:17]([C:18]3[C:23]([CH3:24])=[CH:22][C:21]([CH3:25])=[CH:20][C:19]=3[CH3:26])=[CH:16][N:15]([CH3:27])[C:4]=2[N:5]=1)[CH2:10][CH3:11]. The catalyst class is: 611.